Dataset: Forward reaction prediction with 1.9M reactions from USPTO patents (1976-2016). Task: Predict the product of the given reaction. (1) Given the reactants [OH:1][CH2:2][C@@H:3]1[CH2:7][N:6]([C:8]([O:10][C:11]([CH3:14])([CH3:13])[CH3:12])=[O:9])[C@H:5]([C:15]([O:17][CH3:18])=[O:16])[CH2:4]1.[C:19](C1C=CC=C(C(C)(C)C)N=1)(C)(C)C.CI, predict the reaction product. The product is: [CH3:19][O:1][CH2:2][C@@H:3]1[CH2:7][N:6]([C:8]([O:10][C:11]([CH3:13])([CH3:14])[CH3:12])=[O:9])[C@H:5]([C:15]([O:17][CH3:18])=[O:16])[CH2:4]1. (2) Given the reactants [Br:1][C:2]1[CH:7]=[CH:6][C:5]([CH:8](C)[CH2:9][CH:10]2OCCO2)=[C:4]([F:16])[CH:3]=1.[OH:17]OS([O-])=O.[K+].[O:23]1[CH2:27]CCC1, predict the reaction product. The product is: [Br:1][C:2]1[CH:7]=[CH:6][C:5]([CH2:8][CH2:9][CH2:10][C:27]([OH:23])=[O:17])=[C:4]([F:16])[CH:3]=1. (3) Given the reactants Cl[C:2]1[N:7]=[C:6]([Cl:8])[N:5]=[C:4]([NH:9][C:10]2[NH:14][N:13]=[C:12]([CH:15]3[CH2:17][CH2:16]3)[CH:11]=2)[N:3]=1.[F:18][C@H:19]1[CH2:23][NH:22][C@H:21]([C:24]([NH:26][C:27]2[CH:28]=[N:29][C:30]([F:33])=[CH:31][CH:32]=2)=[O:25])[CH2:20]1.ClC1N=C(NC2NN=C(C3CC3)C=2)N=C(N2CCC[C@@]2(C)C(NC2C=NC(F)=CC=2)=O)N=1, predict the reaction product. The product is: [Cl:8][C:6]1[N:5]=[C:4]([NH:9][C:10]2[NH:14][N:13]=[C:12]([CH:15]3[CH2:17][CH2:16]3)[CH:11]=2)[N:3]=[C:2]([N:22]2[CH2:23][C@H:19]([F:18])[CH2:20][C@H:21]2[C:24]([NH:26][C:27]2[CH:28]=[N:29][C:30]([F:33])=[CH:31][CH:32]=2)=[O:25])[N:7]=1.